Dataset: Reaction yield outcomes from USPTO patents with 853,638 reactions. Task: Predict the reaction yield, written as a fraction of the theoretical maximum amount of product (1.0 means a 100% yield; for example, 0.34 means a 34% yield). (1) The reactants are [I:1][C:2]1[CH:11]=[CH:10][C:5]([C:6]([NH:8][NH2:9])=[O:7])=[CH:4][CH:3]=1.CN1CCCC1=O.[C:19](Cl)(=[O:26])[C:20]1[CH:25]=[CH:24][CH:23]=[CH:22][CH:21]=1. The catalyst is O. The product is [C:19]([NH:9][NH:8][C:6](=[O:7])[C:5]1[CH:10]=[CH:11][C:2]([I:1])=[CH:3][CH:4]=1)(=[O:26])[C:20]1[CH:25]=[CH:24][CH:23]=[CH:22][CH:21]=1. The yield is 0.970. (2) The reactants are [Br:1][C:2]1[CH:3]=[C:4]([O:12][CH3:13])[C:5]([N+:9]([O-:11])=[O:10])=[C:6](F)[CH:7]=1.[CH3:14][NH2:15]. The catalyst is C1COCC1. The product is [Br:1][C:2]1[CH:3]=[C:4]([O:12][CH3:13])[C:5]([N+:9]([O-:11])=[O:10])=[C:6]([CH:7]=1)[NH:15][CH3:14]. The yield is 0.980. (3) The reactants are [CH:1]1([C:7]2[C:15]3[C:10](=[CH:11][C:12]([C:16]([O:18][CH3:19])=[O:17])=[CH:13][CH:14]=3)[NH:9][C:8]=2[C:20]2[CH:25]=[CH:24][CH:23]=[CH:22][C:21]=2[OH:26])[CH2:6][CH2:5][CH2:4][CH2:3][CH2:2]1.Br[CH:28]([CH2:34]Br)[C:29]([O:31][CH2:32][CH3:33])=[O:30].C(=O)([O-])[O-].[K+].[K+].O. The catalyst is CN(C)C(=O)C. The product is [CH:1]1([C:7]2[C:15]3[CH:14]=[CH:13][C:12]([C:16]([O:18][CH3:19])=[O:17])=[CH:11][C:10]=3[N:9]3[C:8]=2[C:20]2[CH:25]=[CH:24][CH:23]=[CH:22][C:21]=2[O:26][CH:28]([C:29]([O:31][CH2:32][CH3:33])=[O:30])[CH2:34]3)[CH2:6][CH2:5][CH2:4][CH2:3][CH2:2]1. The yield is 0.486. (4) The reactants are [NH2:1][C:2]1[C:7]([F:8])=[C:6]([Sn](C)(C)C)[N:5]=[C:4]([C:13]([O:15][CH3:16])=[O:14])[C:3]=1[Cl:17].Br[C:19]1[C:27]([F:28])=[CH:26][C:22]2=[N:23][O:24][N:25]=[C:21]2[CH:20]=1.C(OCC)(=O)C.[Na+].[Cl-]. The catalyst is CN(C)C=O.Cl[Pd](Cl)([P](C1C=CC=CC=1)(C1C=CC=CC=1)C1C=CC=CC=1)[P](C1C=CC=CC=1)(C1C=CC=CC=1)C1C=CC=CC=1. The product is [NH2:1][C:2]1[C:7]([F:8])=[C:6]([C:19]2[C:27]([F:28])=[CH:26][C:22]3=[N:23][O:24][N:25]=[C:21]3[CH:20]=2)[N:5]=[C:4]([C:13]([O:15][CH3:16])=[O:14])[C:3]=1[Cl:17]. The yield is 0.190. (5) The reactants are [F:1][C:2]([F:7])([F:6])[C:3]([OH:5])=[O:4].F[C:9](F)(F)[C:10](O)=[O:11].[NH2:15][CH2:16][C:17]1[CH:18]=[C:19]([C:36]2[C:37]([CH3:42])=[N:38][O:39][C:40]=2[CH3:41])[C:20]2[O:25][CH2:24][C@H:23]([C:26]3[CH:31]=[CH:30][CH:29]=[CH:28][N:27]=3)[N:22]3[C:32](=[O:35])[NH:33][C:34]=1[C:21]=23.C(N(CC)C(C)C)(C)C.C(Cl)(=O)C. The catalyst is C(Cl)Cl. The product is [F:1][C:2]([F:7])([F:6])[C:3]([OH:5])=[O:4].[CH3:42][C:37]1[C:36]([C:19]2[C:20]3[O:25][CH2:24][C@H:23]([C:26]4[CH:31]=[CH:30][CH:29]=[CH:28][N:27]=4)[N:22]4[C:32](=[O:35])[NH:33][C:34]([C:21]=34)=[C:17]([CH2:16][NH:15][C:10](=[O:11])[CH3:9])[CH:18]=2)=[C:40]([CH3:41])[O:39][N:38]=1. The yield is 0.810. (6) The reactants are [CH2:1]([O:3][C:4](=[O:16])[CH2:5][C:6]1[NH:11][C:10]2[CH:12]=[CH:13][CH:14]=[CH:15][C:9]=2[S:8][CH:7]=1)[CH3:2].[C:17]([O:21][C:22](O[C:22]([O:21][C:17]([CH3:20])([CH3:19])[CH3:18])=[O:23])=[O:23])([CH3:20])([CH3:19])[CH3:18]. The catalyst is O1CCCC1.CN(C)C1C=CN=CC=1. The product is [C:17]([O:21][C:22]([N:11]1[C:10]2[CH:12]=[CH:13][CH:14]=[CH:15][C:9]=2[S:8][CH:7]=[C:6]1[CH2:5][C:4]([O:3][CH2:1][CH3:2])=[O:16])=[O:23])([CH3:20])([CH3:19])[CH3:18]. The yield is 0.670.